This data is from Reaction yield outcomes from USPTO patents with 853,638 reactions. The task is: Predict the reaction yield, written as a fraction of the theoretical maximum amount of product (1.0 means a 100% yield; for example, 0.34 means a 34% yield). The reactants are [C:1]([C:5](=[CH:16][C:17]1[CH:22]=[C:21]([F:23])[C:20]([F:24])=[C:19](F)[CH:18]=1)[C:6]([O:8][CH2:9][C:10]1[CH:15]=[CH:14][CH:13]=[CH:12][CH:11]=1)=[O:7])(=O)[CH2:2][CH3:3].S(O)(O)(=O)=O.[CH3:31][O:32][C:33](=[NH:35])[NH2:34].C([O-])(O)=O.[Na+]. The product is [F:23][C:21]1[CH:22]=[C:17]([CH:16]2[NH:35][C:33]([O:32][CH3:31])=[N:34][C:1]([CH2:2][CH3:3])=[C:5]2[C:6]([O:8][CH2:9][C:10]2[CH:11]=[CH:12][CH:13]=[CH:14][CH:15]=2)=[O:7])[CH:18]=[CH:19][C:20]=1[F:24]. The catalyst is CN(C=O)C. The yield is 0.580.